From a dataset of Full USPTO retrosynthesis dataset with 1.9M reactions from patents (1976-2016). Predict the reactants needed to synthesize the given product. (1) Given the product [CH3:42][O:41][C:39]1[CH:40]=[C:35]([CH:36]=[C:37]([O:44][CH3:45])[C:38]=1[CH3:43])[C:34]([N:24]([CH2:23][C:20]1[S:21][CH:22]=[C:18]([C:16]([NH:15][S:12]([N:9]2[CH2:10][CH2:11][CH:7]([OH:6])[CH2:8]2)(=[O:14])=[O:13])=[O:17])[N:19]=1)[CH2:25][CH2:26][CH2:27][C:28]1[CH:29]=[CH:30][CH:31]=[CH:32][CH:33]=1)=[O:46], predict the reactants needed to synthesize it. The reactants are: C([Si](C)(C)[O:6][CH:7]1[CH2:11][CH2:10][N:9]([S:12]([NH:15][C:16]([C:18]2[N:19]=[C:20]([CH2:23][N:24]([C:34](=[O:46])[C:35]3[CH:40]=[C:39]([O:41][CH3:42])[C:38]([CH3:43])=[C:37]([O:44][CH3:45])[CH:36]=3)[CH2:25][CH2:26][CH2:27][C:28]3[CH:33]=[CH:32][CH:31]=[CH:30][CH:29]=3)[S:21][CH:22]=2)=[O:17])(=[O:14])=[O:13])[CH2:8]1)(C)(C)C.CCCC[N+](CCCC)(CCCC)CCCC.[F-].C1COCC1. (2) Given the product [ClH:30].[S:15]1[CH:14]=[CH:13][C:12]2[C:11]3[NH:7][N:8]=[C:9]([C:18]4[CH:19]=[C:20]([NH2:24])[CH:21]=[CH:22][CH:23]=4)[C:10]=3[CH2:17][C:16]1=2, predict the reactants needed to synthesize it. The reactants are: C[Si](C)(C)CCOC[N:7]1[C:11]2[C:12]3[CH:13]=[CH:14][S:15][C:16]=3[CH2:17][C:10]=2[C:9]([C:18]2[CH:19]=[C:20]([NH:24]C(=O)C)[CH:21]=[CH:22][CH:23]=2)=[N:8]1.[ClH:30]. (3) Given the product [C:1]1([CH3:4])[CH:3]=[C:30]([CH3:29])[CH:25]=[C:26]([CH3:27])[C:2]=1[B:15]([C:16]1[C:21]([CH3:22])=[CH:20][C:19]([CH3:23])=[CH:18][C:17]=1[CH3:24])[C:7]1[CH:12]=[CH:11][CH:10]=[C:9]([B:15]([C:25]2[C:30]([CH3:31])=[CH:29][C:28]([CH3:32])=[CH:27][C:26]=2[CH3:33])[C:16]2[C:21]([CH3:22])=[CH:20][C:19]([CH3:23])=[CH:18][C:17]=2[CH3:24])[CH:8]=1, predict the reactants needed to synthesize it. The reactants are: [C:1]([Li])([CH3:4])([CH3:3])[CH3:2].Br[C:7]1[CH:12]=[CH:11][CH:10]=[C:9](Br)[CH:8]=1.F[B:15]([C:25]1[C:30]([CH3:31])=[CH:29][C:28]([CH3:32])=[CH:27][C:26]=1[CH3:33])[C:16]1[C:21]([CH3:22])=[CH:20][C:19]([CH3:23])=[CH:18][C:17]=1[CH3:24].